From a dataset of Forward reaction prediction with 1.9M reactions from USPTO patents (1976-2016). Predict the product of the given reaction. The product is: [CH:27]1([NH:26][C:25](=[O:30])[C:23]2[CH:22]=[CH:21][C:20]([CH3:31])=[C:19]([N:14]3[CH:13]=[N:12][C:11]4[C:15]3=[N:16][CH:17]=[N:18][C:10]=4[C:7]3[CH:8]=[CH:9][C:4]([C:3]([NH:34][NH2:35])=[O:2])=[CH:5][CH:6]=3)[CH:24]=2)[CH2:29][CH2:28]1. Given the reactants C[O:2][C:3](=O)[C:4]1[CH:9]=[CH:8][C:7]([C:10]2[N:18]=[CH:17][N:16]=[C:15]3[C:11]=2[N:12]=[CH:13][N:14]3[C:19]2[CH:24]=[C:23]([C:25](=[O:30])[NH:26][CH:27]3[CH2:29][CH2:28]3)[CH:22]=[CH:21][C:20]=2[CH3:31])=[CH:6][CH:5]=1.O.[NH2:34][NH2:35], predict the reaction product.